This data is from Full USPTO retrosynthesis dataset with 1.9M reactions from patents (1976-2016). The task is: Predict the reactants needed to synthesize the given product. (1) Given the product [N:1]([CH:32]([CH2:37][CH2:38][CH2:39][CH2:40][NH:41][C:42]([O:44][CH2:45][C:46]1[CH:51]=[CH:50][CH:49]=[CH:48][CH:47]=1)=[O:43])[C:33]([O:35][CH3:36])=[O:34])=[N+:2]=[N-:3], predict the reactants needed to synthesize it. The reactants are: [N-:1]=[N+:2]=[N-:3].[Na+].O(S(C(F)(F)F)(=O)=O)S(C(F)(F)F)(=O)=O.S(N=[N+]=[N-])(C(F)(F)F)(=O)=O.Cl.N[CH:32]([CH2:37][CH2:38][CH2:39][CH2:40][NH:41][C:42]([O:44][CH2:45][C:46]1[CH:51]=[CH:50][CH:49]=[CH:48][CH:47]=1)=[O:43])[C:33]([O:35][CH3:36])=[O:34]. (2) Given the product [Cl:27][C:21]1[CH:22]=[C:23]([Cl:26])[CH:24]=[CH:25][C:20]=1[C:18]1[N:19]=[C:15]([CH2:14][C:11]2[CH:12]=[CH:13][C:8]([C:5]3[CH:4]=[CH:3][C:2]([NH:1][C:55](=[O:56])[CH2:54][CH2:53][CH2:52][CH2:51][Br:50])=[CH:7][CH:6]=3)=[CH:9][CH:10]=2)[N:16]([C:28]2[CH:33]=[CH:32][C:31]([N:34]3[CH2:35][C:36](=[O:49])[N:37]([CH2:41][O:42][CH2:43][CH2:44][Si:45]([CH3:48])([CH3:47])[CH3:46])[S:38]3(=[O:39])=[O:40])=[CH:30][CH:29]=2)[CH:17]=1, predict the reactants needed to synthesize it. The reactants are: [NH2:1][C:2]1[CH:7]=[CH:6][C:5]([C:8]2[CH:13]=[CH:12][C:11]([CH2:14][C:15]3[N:16]([C:28]4[CH:33]=[CH:32][C:31]([N:34]5[S:38](=[O:40])(=[O:39])[N:37]([CH2:41][O:42][CH2:43][CH2:44][Si:45]([CH3:48])([CH3:47])[CH3:46])[C:36](=[O:49])[CH2:35]5)=[CH:30][CH:29]=4)[CH:17]=[C:18]([C:20]4[CH:25]=[CH:24][C:23]([Cl:26])=[CH:22][C:21]=4[Cl:27])[N:19]=3)=[CH:10][CH:9]=2)=[CH:4][CH:3]=1.[Br:50][CH2:51][CH2:52][CH2:53][CH2:54][C:55](Cl)=[O:56]. (3) Given the product [Cl:3][C:4]1[CH:9]=[C:8]([C:10]2[CH:15]=[CH:14][C:13]([C:16]([NH:17][S:18]([CH3:21])(=[O:20])=[O:19])=[O:22])=[CH:12][C:11]=2[O:23][CH3:24])[CH:7]=[N:6][C:5]=1[CH2:25][OH:26], predict the reactants needed to synthesize it. The reactants are: [BH4-].[Na+].[Cl:3][C:4]1[C:5]([C:25](OC)=[O:26])=[N:6][CH:7]=[C:8]([C:10]2[CH:15]=[CH:14][C:13]([C:16](=[O:22])[NH:17][S:18]([CH3:21])(=[O:20])=[O:19])=[CH:12][C:11]=2[O:23][CH3:24])[CH:9]=1. (4) Given the product [CH3:20][O:19][C:16]1[CH:17]=[CH:18][C:13]([N:29]2[C:28]([CH3:27])=[CH:32][C:31]([CH3:33])=[N:30]2)=[CH:14][CH:15]=1, predict the reactants needed to synthesize it. The reactants are: N1C2C(=CC=CC=2O)C=CC=1.I[C:13]1[CH:18]=[CH:17][C:16]([O:19][CH3:20])=[CH:15][CH:14]=1.C([O-])([O-])=O.[K+].[K+].[CH3:27][C:28]1[CH:32]=[C:31]([CH3:33])[NH:30][N:29]=1. (5) The reactants are: N([C:8]([O:10][CH2:11][CH3:12])=[O:9])=N[C:8]([O:10][CH2:11][CH3:12])=[O:9].[CH2:13]([O:15][C:16](=[O:29])[C@@H:17]([O:26][CH2:27][CH3:28])[CH2:18][C:19]1[CH:24]=[CH:23][C:22](O)=[CH:21][CH:20]=1)[CH3:14].[OH:30][CH2:31]/[CH:32]=[C:33](\[CH3:55])/[C:34]#[C:35][C:36]1[CH:41]=[CH:40][C:39]([C:42]2[CH:47]=[CH:46][C:45]([C:48]#[C:49]/[C:50](/[CH3:54])=[CH:51]/[CH2:52][OH:53])=[CH:44][CH:43]=2)=[CH:38][CH:37]=1.[C:69]1(P([C:69]2[CH:74]=[CH:73][CH:72]=[CH:71][CH:70]=2)[C:69]2[CH:74]=[CH:73][CH:72]=[CH:71][CH:70]=2)[CH:74]=[CH:73][CH:72]=[CH:71][CH:70]=1. Given the product [CH2:11]([O:10][C:8](=[O:9])[C@@H:13]([O:15][CH2:16][CH3:17])[CH2:14][C:69]1[CH:70]=[CH:71][C:72]([O:30][CH2:31]/[CH:32]=[C:33](\[CH3:55])/[C:34]#[C:35][C:36]2[CH:41]=[CH:40][C:39]([C:42]3[CH:43]=[CH:44][C:45]([C:48]#[C:49]/[C:50](/[CH3:54])=[CH:51]/[CH2:52][O:53][C:22]4[CH:23]=[CH:24][C:19]([CH2:18][C@H:17]([O:26][CH2:27][CH3:28])[C:16]([O:15][CH2:13][CH3:14])=[O:29])=[CH:20][CH:21]=4)=[CH:46][CH:47]=3)=[CH:38][CH:37]=2)=[CH:73][CH:74]=1)[CH3:12], predict the reactants needed to synthesize it.